From a dataset of Forward reaction prediction with 1.9M reactions from USPTO patents (1976-2016). Predict the product of the given reaction. The product is: [CH3:12][C:13]([C:15]1[CH:20]=[CH:19][CH:18]=[CH:17][CH:16]=1)([S:11][C:7]1[CH:6]=[C:5]([N+:2]([O-:4])=[O:3])[CH:10]=[CH:9][CH:8]=1)[CH3:14]. Given the reactants O.[N+:2]([C:5]1[CH:6]=[C:7]([SH:11])[CH:8]=[CH:9][CH:10]=1)([O-:4])=[O:3].[CH3:12][C:13]([C:15]1[CH:20]=[CH:19][CH:18]=[CH:17][CH:16]=1)=[CH2:14], predict the reaction product.